From a dataset of Forward reaction prediction with 1.9M reactions from USPTO patents (1976-2016). Predict the product of the given reaction. (1) Given the reactants [O:1]1[C:5]2([CH2:15][CH2:14][C:8]3([CH2:12][CH2:11][NH:10][C:9]3=[O:13])[CH2:7][CH2:6]2)OCC1.I[C:17]1[CH:22]=[CH:21][C:20]([C:23]([F:26])([F:25])[F:24])=[CH:19][CH:18]=1.CNCCNC.[O-]P([O-])([O-])=O.[K+].[K+].[K+].Cl, predict the reaction product. The product is: [F:24][C:23]([F:26])([F:25])[C:20]1[CH:21]=[CH:22][C:17]([N:10]2[CH2:11][CH2:12][C:8]3([CH2:7][CH2:6][C:5](=[O:1])[CH2:15][CH2:14]3)[C:9]2=[O:13])=[CH:18][CH:19]=1. (2) Given the reactants Br[C:2]1[CH:11]=[C:10]2[C:5]([C:6]([OH:26])=[C:7]([C:15]([NH:17][CH2:18][C:19]([O:21][C:22]([CH3:25])([CH3:24])[CH3:23])=[O:20])=[O:16])[C:8](=[O:14])[C:9]2([CH3:13])[CH3:12])=[CH:4][CH:3]=1.[Cu](C#N)[C:28]#[N:29], predict the reaction product. The product is: [C:28]([C:2]1[CH:11]=[C:10]2[C:5]([C:6]([OH:26])=[C:7]([C:15]([NH:17][CH2:18][C:19]([O:21][C:22]([CH3:25])([CH3:24])[CH3:23])=[O:20])=[O:16])[C:8](=[O:14])[C:9]2([CH3:13])[CH3:12])=[CH:4][CH:3]=1)#[N:29].